Dataset: Catalyst prediction with 721,799 reactions and 888 catalyst types from USPTO. Task: Predict which catalyst facilitates the given reaction. (1) The catalyst class is: 6. Reactant: [Cl:1][C:2]1[CH:3]=[C:4]2[C:9](=[CH:10][C:11]=1[Cl:12])[C:8](=[O:13])[N:7]([CH2:14][C:15]([CH3:18])([CH3:17])[CH3:16])[C:6]([C:19]([O:21][C:22]([CH3:25])([CH3:24])[CH3:23])=[O:20])=[C:5]2[OH:26].C(=O)([O-])[O-].[K+].[K+].Br[CH2:34][C:35]([O:37][CH2:38][CH3:39])=[O:36].CN(C)C=O. Product: [Cl:1][C:2]1[CH:3]=[C:4]2[C:9](=[CH:10][C:11]=1[Cl:12])[C:8](=[O:13])[N:7]([CH2:14][C:15]([CH3:18])([CH3:16])[CH3:17])[C:6]([C:19]([O:21][C:22]([CH3:25])([CH3:24])[CH3:23])=[O:20])=[C:5]2[O:26][CH2:34][C:35]([O:37][CH2:38][CH3:39])=[O:36]. (2) Reactant: Cl[C:2]1[N:10]=[C:9](Cl)[CH:8]=[CH:7][C:3]=1[C:4]([NH2:6])=[O:5].[CH3:12][N:13]1[CH2:18][CH2:17][CH:16]([NH2:19])[CH2:15][CH2:14]1.[NH:20]1[CH2:25][CH2:24]C[C@@H:22]([NH:26][C:27](=[O:33])OC(C)(C)C)[CH2:21]1.[C:34](O)(=O)[CH:35]=C. Product: [C:27]([NH:26][C@H:22]1[CH2:24][CH2:25][N:20]([C:9]2[CH:8]=[CH:7][C:3]([C:4]([NH2:6])=[O:5])=[C:2]([NH:19][CH:16]3[CH2:17][CH2:18][N:13]([CH3:12])[CH2:14][CH2:15]3)[N:10]=2)[CH2:21]1)(=[O:33])[CH:34]=[CH2:35]. The catalyst class is: 6. (3) Reactant: [Cl:1][C:2]1[CH:11]=[C:10]2[C:5]([C:6]([N:12]3[CH2:17][CH2:16][NH:15][CH2:14][CH2:13]3)=[CH:7][CH:8]=[N:9]2)=[CH:4][CH:3]=1.[C:18]1([CH3:27])[CH:23]=[CH:22][CH:21]=[C:20]([N:24]=[C:25]=[O:26])[CH:19]=1. Product: [Cl:1][C:2]1[CH:11]=[C:10]2[C:5]([C:6]([N:12]3[CH2:17][CH2:16][N:15]([C:25]([NH:24][C:20]4[CH:21]=[CH:22][CH:23]=[C:18]([CH3:27])[CH:19]=4)=[O:26])[CH2:14][CH2:13]3)=[CH:7][CH:8]=[N:9]2)=[CH:4][CH:3]=1. The catalyst class is: 2. (4) Reactant: [NH2:1][C:2]([C:4]1[N:8]2[CH2:9][CH2:10][N:11]([C:13]([O:15][C:16]([CH3:19])([CH3:18])[CH3:17])=[O:14])[CH2:12][C:7]2=[N:6][N:5]=1)=O.COC1C=CC(P2(SP(C3C=CC(OC)=CC=3)(=S)S2)=[S:29])=CC=1. Product: [NH2:1][C:2]([C:4]1[N:8]2[CH2:9][CH2:10][N:11]([C:13]([O:15][C:16]([CH3:19])([CH3:18])[CH3:17])=[O:14])[CH2:12][C:7]2=[N:6][N:5]=1)=[S:29]. The catalyst class is: 48. (5) Reactant: Br[C:2]1[C:3]2[CH2:11][N:10]([C:12]3[CH:19]=[CH:18][C:17]([Cl:20])=[CH:16][C:13]=3[C:14]#[N:15])[CH2:9][CH2:8][C:4]=2[N:5]=[CH:6][N:7]=1.[NH2:21][C@@H:22]([C:26]1[CH:27]=[N:28][C:29]([C:32]([F:35])([F:34])[F:33])=[CH:30][CH:31]=1)[CH2:23][CH2:24][OH:25].C(N(CC)C(C)C)(C)C. Product: [Cl:20][C:17]1[CH:18]=[CH:19][C:12]([N:10]2[CH2:9][CH2:8][C:4]3[N:5]=[CH:6][N:7]=[C:2]([NH:21][C@@H:22]([C:26]4[CH:27]=[N:28][C:29]([C:32]([F:35])([F:33])[F:34])=[CH:30][CH:31]=4)[CH2:23][CH2:24][OH:25])[C:3]=3[CH2:11]2)=[C:13]([CH:16]=1)[C:14]#[N:15]. The catalyst class is: 10.